From a dataset of Forward reaction prediction with 1.9M reactions from USPTO patents (1976-2016). Predict the product of the given reaction. (1) Given the reactants C(OC([N:8]1[CH2:26][CH2:25][C@@H:11]2[N:12]([CH3:24])[C:13]3[C:14]([C:20]([F:23])([F:22])[F:21])=[CH:15][C:16](Br)=[CH:17][C:18]=3[C@@H:10]2[CH2:9]1)=O)(C)(C)C.[NH2:27][C:28]1[CH:29]=[CH:30][C:31]([Cl:34])=[N:32][CH:33]=1.CC([O-])(C)C.[Na+], predict the reaction product. The product is: [Cl:34][C:31]1[N:32]=[CH:33][C:28]([NH:27][C:16]2[CH:15]=[C:14]([C:20]([F:23])([F:22])[F:21])[C:13]3[N:12]([CH3:24])[C@H:11]4[CH2:25][CH2:26][NH:8][CH2:9][C@H:10]4[C:18]=3[CH:17]=2)=[CH:29][CH:30]=1. (2) Given the reactants [Br:1][C:2]1[CH:7]=[CH:6][C:5](I)=[C:4]([CH3:9])[CH:3]=1.C([Mg]Br)(C)C.[C:15]1(=[O:21])[O:20][C:18](=[O:19])[CH2:17][CH2:16]1, predict the reaction product. The product is: [Br:1][C:2]1[CH:7]=[CH:6][C:5]([C:15](=[O:21])[CH2:16][CH2:17][C:18]([OH:20])=[O:19])=[C:4]([CH3:9])[CH:3]=1. (3) The product is: [F:14][C:15]1[CH:20]=[CH:19][C:18]([C:2]2[O:6][C:5]([CH2:7][O:8][CH3:9])=[C:4]([C:10]([O:12][CH3:13])=[O:11])[CH:3]=2)=[CH:17][CH:16]=1. Given the reactants Br[C:2]1[O:6][C:5]([CH2:7][O:8][CH3:9])=[C:4]([C:10]([O:12][CH3:13])=[O:11])[CH:3]=1.[F:14][C:15]1[CH:20]=[CH:19][C:18](B(O)O)=[CH:17][CH:16]=1.C(=O)([O-])[O-].[Na+].[Na+].COCCOC, predict the reaction product. (4) The product is: [Cl:8][C:4]1[CH:5]=[CH:6][CH:7]=[C:2]([Cl:1])[C:3]=1[CH2:9][S:10]([C:13]1[CH:14]=[C:15]2[C:19](=[CH:20][CH:21]=1)[NH:18][C:17](=[O:22])/[C:16]/2=[CH:23]\[C:24]1[NH:28][C:27]([CH3:29])=[C:26]([CH2:30][C:31]([NH:33][CH2:34][CH2:35][N:36]2[CH2:41][CH2:40][N:39]([C:42](=[O:48])[CH2:43][OH:44])[CH2:38][CH2:37]2)=[O:32])[C:25]=1[CH3:49])(=[O:12])=[O:11]. Given the reactants [Cl:1][C:2]1[CH:7]=[CH:6][CH:5]=[C:4]([Cl:8])[C:3]=1[CH2:9][S:10]([C:13]1[CH:14]=[C:15]2[C:19](=[CH:20][CH:21]=1)[NH:18][C:17](=[O:22])/[C:16]/2=[CH:23]\[C:24]1[NH:28][C:27]([CH3:29])=[C:26]([CH2:30][C:31]([NH:33][CH2:34][CH2:35][N:36]2[CH2:41][CH2:40][N:39]([C:42](=[O:48])[CH2:43][O:44]C(=O)C)[CH2:38][CH2:37]2)=[O:32])[C:25]=1[CH3:49])(=[O:12])=[O:11].C(=O)([O-])[O-].[K+].[K+], predict the reaction product. (5) Given the reactants [CH2:1]([O:8][CH:9]1[CH2:14][CH2:13][C:12]([CH3:18])([C:15](O)=[O:16])[CH2:11][CH2:10]1)[C:2]1[CH:7]=[CH:6][CH:5]=[CH:4][CH:3]=1.S(Cl)([Cl:21])=O, predict the reaction product. The product is: [CH2:1]([O:8][CH:9]1[CH2:14][CH2:13][C:12]([CH3:18])([C:15]([Cl:21])=[O:16])[CH2:11][CH2:10]1)[C:2]1[CH:7]=[CH:6][CH:5]=[CH:4][CH:3]=1.